This data is from Catalyst prediction with 721,799 reactions and 888 catalyst types from USPTO. The task is: Predict which catalyst facilitates the given reaction. (1) Reactant: [Br:1][C:2]1[CH:3]=[C:4]([C:8]([OH:10])=O)[N:5]([CH3:7])[CH:6]=1.[NH2:11][CH:12]([CH2:22][C:23]1[CH:28]=[CH:27][CH:26]=[CH:25][CH:24]=1)[CH2:13][NH:14][C:15](=[O:21])[O:16][C:17]([CH3:20])([CH3:19])[CH3:18].C1CN([P+](Br)(N2CCCC2)N2CCCC2)CC1.F[P-](F)(F)(F)(F)F.CCN(C(C)C)C(C)C. Product: [Br:1][C:2]1[CH:3]=[C:4]([C:8]([NH:11][CH:12]([CH2:22][C:23]2[CH:24]=[CH:25][CH:26]=[CH:27][CH:28]=2)[CH2:13][NH:14][C:15](=[O:21])[O:16][C:17]([CH3:20])([CH3:18])[CH3:19])=[O:10])[N:5]([CH3:7])[CH:6]=1. The catalyst class is: 22. (2) Reactant: [Cl:1][C:2]1[C:3]([C:16]2[C:24]3[C:19](=[CH:20][CH:21]=[CH:22][CH:23]=3)[NH:18][N:17]=2)=[N:4][C:5]([NH:8][C@@H:9]2[CH2:14][CH2:13][CH2:12][C@H:11]([NH2:15])[CH2:10]2)=[N:6][CH:7]=1.[C:25]([O:29][C:30]([NH:32][C:33]1[CH:41]=[CH:40][C:36]([C:37](O)=[O:38])=[CH:35][CH:34]=1)=[O:31])([CH3:28])([CH3:27])[CH3:26].CN(C(ON1N=NC2C=CC=NC1=2)=[N+](C)C)C.F[P-](F)(F)(F)(F)F.CCN(C(C)C)C(C)C. Product: [Cl:1][C:2]1[C:3]([C:16]2[C:24]3[C:19](=[CH:20][CH:21]=[CH:22][CH:23]=3)[NH:18][N:17]=2)=[N:4][C:5]([NH:8][C@@H:9]2[CH2:14][CH2:13][CH2:12][C@H:11]([NH:15][C:37]([C:36]3[CH:35]=[CH:34][C:33]([NH:32][C:30](=[O:31])[O:29][C:25]([CH3:27])([CH3:26])[CH3:28])=[CH:41][CH:40]=3)=[O:38])[CH2:10]2)=[N:6][CH:7]=1. The catalyst class is: 18.